From a dataset of Forward reaction prediction with 1.9M reactions from USPTO patents (1976-2016). Predict the product of the given reaction. (1) Given the reactants [O:1]=[CH:2][CH2:3][CH2:4][C:5]([O:7][CH3:8])=[O:6].O1CCOCC1.[Br:15]Br.C(=O)(O)[O-].[Na+], predict the reaction product. The product is: [Br:15][CH:3]([CH:2]=[O:1])[CH2:4][C:5]([O:7][CH3:8])=[O:6]. (2) Given the reactants C(OC(=O)[N:7]([CH2:13][C:14]1[CH:19]=[CH:18][C:17]([C:20]2[CH:25]=[CH:24][C:23]([C:26](=O)[N:27]=[CH:28][N:29](C)C)=[CH:22][C:21]=2[CH3:33])=[CH:16][CH:15]=1)[CH2:8][CH2:9][CH:10]([CH3:12])[CH3:11])(C)(C)C.O.[NH2:36]N.[ClH:38], predict the reaction product. The product is: [ClH:38].[CH3:33][C:21]1[CH:22]=[C:23]([C:26]2[NH:27][CH:28]=[N:29][N:36]=2)[CH:24]=[CH:25][C:20]=1[C:17]1[CH:16]=[CH:15][C:14]([CH2:13][NH:7][CH2:8][CH2:9][CH:10]([CH3:12])[CH3:11])=[CH:19][CH:18]=1. (3) Given the reactants Br[CH2:2][C:3]1[C:12]2[C:7](=[CH:8][CH:9]=[CH:10][CH:11]=2)[NH:6][C:5](=[O:13])[CH:4]=1.[Cl:14][C:15]1[CH:21]=[CH:20][C:18]([NH2:19])=[CH:17][CH:16]=1.[O:22]1[CH:26]=[CH:25][CH:24]=[C:23]1[C:27](Cl)=[O:28], predict the reaction product. The product is: [Cl:14][C:15]1[CH:21]=[CH:20][C:18]([N:19]([CH2:2][C:3]2[C:12]3[C:7](=[CH:8][CH:9]=[CH:10][CH:11]=3)[NH:6][C:5](=[O:13])[CH:4]=2)[C:27]([C:23]2[O:22][CH:26]=[CH:25][CH:24]=2)=[O:28])=[CH:17][CH:16]=1. (4) Given the reactants C(=O)([O-])[O-].[Cs+].[Cs+].Cl[CH2:8][C:9]1[C:18]2[C:13](=[CH:14][CH:15]=[CH:16][CH:17]=2)[N:12]=[C:11]([CH3:19])[CH:10]=1.[I-].[K+].[OH:22][C:23]1[CH:28]=[CH:27][C:26]([S:29]([NH:32][CH2:33][C@H:34]([N:39]2[CH2:44][CH2:43][N:42]([S:45]([CH3:48])(=[O:47])=[O:46])[CH2:41][CH2:40]2)[C:35]([O:37][CH3:38])=[O:36])(=[O:31])=[O:30])=[CH:25][CH:24]=1, predict the reaction product. The product is: [CH3:48][S:45]([N:42]1[CH2:41][CH2:40][N:39]([C@@H:34]([CH2:33][NH:32][S:29]([C:26]2[CH:25]=[CH:24][C:23]([O:22][CH2:8][C:9]3[C:18]4[C:13](=[CH:14][CH:15]=[CH:16][CH:17]=4)[N:12]=[C:11]([CH3:19])[CH:10]=3)=[CH:28][CH:27]=2)(=[O:31])=[O:30])[C:35]([O:37][CH3:38])=[O:36])[CH2:44][CH2:43]1)(=[O:46])=[O:47]. (5) Given the reactants [NH2:1][C:2]1[CH:3]=[CH:4][C:5]2[O:9][C:8]([CH2:10][CH2:11][N:12]3[CH2:16][CH2:15][CH2:14][CH2:13]3)=[N:7][C:6]=2[CH:17]=1.[Cl:18][C:19]1[CH:24]=[C:23]([Cl:25])[CH:22]=[CH:21][C:20]=1[C:26]#[C:27][C:28](O)=[O:29].ClCCl.CO.N, predict the reaction product. The product is: [N:12]1([CH2:11][CH2:10][C:8]2[O:9][C:5]3[CH:4]=[CH:3][C:2]([NH:1][C:28](=[O:29])[C:27]#[C:26][C:20]4[CH:21]=[CH:22][C:23]([Cl:25])=[CH:24][C:19]=4[Cl:18])=[CH:17][C:6]=3[N:7]=2)[CH2:13][CH2:14][CH2:15][CH2:16]1. (6) Given the reactants [Cl:1][C:2]1[CH:7]=[CH:6][C:5]([C:8]2[CH:12]=[C:11]([C:13]([F:16])([F:15])[F:14])[O:10][N:9]=2)=[CH:4][CH:3]=1.C1(C2[C:27](C3N=CN(C4C=CC=CC=4)C=3)=[C:26](C(F)(F)F)[O:25]N=2)C=CC=CC=1, predict the reaction product. The product is: [Cl:1][C:2]1[CH:3]=[CH:4][C:5]([C:8]2[C:12]([C:26](=[O:25])[CH3:27])=[C:11]([C:13]([F:14])([F:16])[F:15])[O:10][N:9]=2)=[CH:6][CH:7]=1. (7) The product is: [CH3:51][N:14]([CH3:13])[C:15]1[N:16]([C:40]2[CH:41]=[CH:42][C:43]3[O:47][C:46]([CH3:49])([CH3:48])[CH2:45][C:44]=3[CH:50]=2)[C:17](=[O:39])[C:18]([CH2:24][C:25]2[CH:26]=[CH:27][C:28]([C:31]3[CH:36]=[CH:35][CH:34]=[CH:33][C:32]=3[C:37]3[NH:3][C:4](=[O:7])[O:5][N:38]=3)=[CH:29][CH:30]=2)=[C:19]([CH2:21][CH2:22][CH3:23])[N:20]=1. Given the reactants [Cl-].O[NH3+:3].[C:4](=[O:7])([O-])[OH:5].[Na+].CS(C)=O.[CH3:13][N:14]([CH3:51])[C:15]1[N:16]([C:40]2[CH:41]=[CH:42][C:43]3[O:47][C:46]([CH3:49])([CH3:48])[CH2:45][C:44]=3[CH:50]=2)[C:17](=[O:39])[C:18]([CH2:24][C:25]2[CH:30]=[CH:29][C:28]([C:31]3[C:32]([C:37]#[N:38])=[CH:33][CH:34]=[CH:35][CH:36]=3)=[CH:27][CH:26]=2)=[C:19]([CH2:21][CH2:22][CH3:23])[N:20]=1, predict the reaction product.